Dataset: Catalyst prediction with 721,799 reactions and 888 catalyst types from USPTO. Task: Predict which catalyst facilitates the given reaction. (1) Reactant: [CH3:1][C:2]1[CH:3]=[C:4]([CH:8]=[C:9]([C:11]([O:13][CH3:14])=[O:12])[CH:10]=1)[C:5]([OH:7])=O.CN(C(ON1N=NC2C=CC=CC1=2)=[N+](C)C)C.F[P-](F)(F)(F)(F)F.Cl.[NH2:40][CH2:41][C:42]1[C:47]([CH2:48][CH3:49])=[N:46][C:45]2[N:50]([CH2:53][CH3:54])[N:51]=[CH:52][C:44]=2[C:43]=1[NH:55][CH:56]1[CH2:61][CH2:60][O:59][CH2:58][CH2:57]1. Product: [CH2:53]([N:50]1[C:45]2=[N:46][C:47]([CH2:48][CH3:49])=[C:42]([CH2:41][NH:40][C:5]([C:4]3[CH:8]=[C:9]([CH:10]=[C:2]([CH3:1])[CH:3]=3)[C:11]([O:13][CH3:14])=[O:12])=[O:7])[C:43]([NH:55][CH:56]3[CH2:57][CH2:58][O:59][CH2:60][CH2:61]3)=[C:44]2[CH:52]=[N:51]1)[CH3:54]. The catalyst class is: 4. (2) Reactant: [CH3:1][C:2]1[N:7]=[C:6]([SH:8])[N:5]=[C:4]([OH:9])[CH:3]=1.C(=O)([O-])[O-].[K+].[K+].Br[CH2:17][C:18]1[CH:22]=[CH:21][N:20]([CH2:23][CH3:24])[N:19]=1. Product: [CH2:23]([N:20]1[CH:21]=[CH:22][C:18]([CH2:17][S:8][C:6]2[N:5]=[C:4]([OH:9])[CH:3]=[C:2]([CH3:1])[N:7]=2)=[N:19]1)[CH3:24]. The catalyst class is: 3. (3) Reactant: [CH3:1][C:2]1[CH:7]=[C:6]([CH3:8])[CH:5]=[C:4]([CH3:9])[C:3]=1[N:10]=[C:11]=[O:12].[NH2:13][C:14]1[CH:15]=[C:16]([C:32]2[CH:37]=[CH:36][C:35]([O:38][CH3:39])=[CH:34][CH:33]=2)[CH:17]=[CH:18][C:19]=1[C:20]([NH:22][C@H:23]([C:28]([O:30][CH3:31])=[O:29])[C:24]([CH3:27])([CH3:26])[CH3:25])=[O:21].CCCCCC.C(OCC)(=O)C. Product: [CH3:25][C:24]([CH3:27])([CH3:26])[C@@H:23]([C:28]([O:30][CH3:31])=[O:29])[NH:22][C:20]([C:19]1[CH:18]=[CH:17][C:16]([C:32]2[CH:37]=[CH:36][C:35]([O:38][CH3:39])=[CH:34][CH:33]=2)=[CH:15][C:14]=1[NH:13][C:11]([NH:10][C:3]1[C:2]([CH3:1])=[CH:7][C:6]([CH3:8])=[CH:5][C:4]=1[CH3:9])=[O:12])=[O:21]. The catalyst class is: 17. (4) Reactant: [OH:1][CH2:2][C@@H:3]1[N:7]([CH3:8])[C:6](=[O:9])[CH2:5][C@@H:4]1[C:10]1[CH:15]=[CH:14][CH:13]=[CH:12][CH:11]=1.C1C=CC(P(C2C=CC=CC=2)C2C=CC=CC=2)=CC=1.[Cl:35][C:36]1[CH:37]=[C:38](O)[CH:39]=[CH:40][CH:41]=1.CC(OC(/N=N/C(OC(C)C)=O)=O)C. Product: [Cl:35][C:36]1[CH:41]=[C:40]([CH:39]=[CH:38][CH:37]=1)[O:1][CH2:2][C@@H:3]1[N:7]([CH3:8])[C:6](=[O:9])[CH2:5][C@@H:4]1[C:10]1[CH:15]=[CH:14][CH:13]=[CH:12][CH:11]=1. The catalyst class is: 1. (5) Reactant: [C:1]([O:5][C:6]([N:8](C(OC(C)(C)C)=O)[C:9]1[N:14]=[C:13]([C:15](OCC)=[O:16])[CH:12]=[CH:11][CH:10]=1)=[O:7])([CH3:4])([CH3:3])[CH3:2].[H-].[H-].[H-].[H-].[Li+].[Al+3]. Product: [OH:16][CH2:15][C:13]1[N:14]=[C:9]([NH:8][C:6](=[O:7])[O:5][C:1]([CH3:3])([CH3:2])[CH3:4])[CH:10]=[CH:11][CH:12]=1. The catalyst class is: 1. (6) Reactant: [CH2:1]([O:3][C:4](=[O:12])[C:5]([F:11])([F:10])[CH:6]([OH:9])[CH2:7][CH3:8])[CH3:2].C(Cl)(Cl)Cl.[C:17](Cl)(=[O:21])[C:18]([CH3:20])=[CH2:19].C(N(CC)CC)C. Product: [CH2:1]([O:3][C:4]([C:5]([F:11])([F:10])[CH:6]([O:9][C:17](=[O:21])[C:18]([CH3:20])=[CH2:19])[CH2:7][CH3:8])=[O:12])[CH3:2]. The catalyst class is: 6. (7) Reactant: [C:1](/[C:9](=[CH:15]/[C:16]1[CH:17]=[N:18][C:19]([Cl:22])=[CH:20][CH:21]=1)/[C:10]([O:12][CH2:13][CH3:14])=[O:11])(=O)[C:2]1[CH:7]=[CH:6][CH:5]=[CH:4][CH:3]=1.[NH2:23][C:24]1[N:28]([CH2:29][CH3:30])[N:27]=[CH:26][CH:25]=1.ClC1C(=O)C(C#N)=C(C#N)C(=O)C=1Cl.C([O-])(O)=O.[Na+]. Product: [Cl:22][C:19]1[N:18]=[CH:17][C:16]([C:15]2[C:9]([C:10]([O:12][CH2:13][CH3:14])=[O:11])=[C:1]([C:2]3[CH:7]=[CH:6][CH:5]=[CH:4][CH:3]=3)[N:23]=[C:24]3[N:28]([CH2:29][CH3:30])[N:27]=[CH:26][C:25]=23)=[CH:21][CH:20]=1. The catalyst class is: 60.